From a dataset of Full USPTO retrosynthesis dataset with 1.9M reactions from patents (1976-2016). Predict the reactants needed to synthesize the given product. (1) Given the product [Cl:16][C:17]1[N:22]=[CH:21][C:20]([C:2]#[C:1][C:3]2[CH:8]=[CH:7][C:6]([CH2:9][CH:10]([NH:12][C:13](=[O:15])[CH3:14])[CH3:11])=[CH:5][CH:4]=2)=[CH:19][N:18]=1, predict the reactants needed to synthesize it. The reactants are: [C:1]([C:3]1[CH:8]=[CH:7][C:6]([CH2:9][CH:10]([NH:12][C:13](=[O:15])[CH3:14])[CH3:11])=[CH:5][CH:4]=1)#[CH:2].[Cl:16][C:17]1[N:22]=[CH:21][C:20](I)=[CH:19][N:18]=1.CCN(C(C)C)C(C)C. (2) Given the product [Br:6][C:7]1[C:8]([CH3:14])=[C:9]([CH:10]=[CH:11][CH:12]=1)[NH:13][CH2:1][CH2:2][CH2:3][CH3:4], predict the reactants needed to synthesize it. The reactants are: [CH:1](=O)[CH2:2][CH2:3][CH3:4].[Br:6][C:7]1[C:8]([CH3:14])=[C:9]([NH2:13])[CH:10]=[CH:11][CH:12]=1.BrC1C(C)=C(C=CC=1)NCCC. (3) Given the product [O:31]1[CH2:32][CH2:33][CH:28]([NH:27][C:3]([C:5]2[N:6]([CH3:26])[N:7]=[C:8]([O:10][CH2:11][C:12]3[C:13]([C:19]4[CH:20]=[CH:21][C:22]([Cl:25])=[CH:23][CH:24]=4)=[N:14][O:15][C:16]=3[CH2:17][OH:18])[CH:9]=2)=[O:4])[CH2:29][CH2:30]1, predict the reactants needed to synthesize it. The reactants are: CO[C:3]([C:5]1[N:6]([CH3:26])[N:7]=[C:8]([O:10][CH2:11][C:12]2[C:13]([C:19]3[CH:24]=[CH:23][C:22]([Cl:25])=[CH:21][CH:20]=3)=[N:14][O:15][C:16]=2[CH2:17][OH:18])[CH:9]=1)=[O:4].[NH2:27][CH:28]1[CH2:33][CH2:32][O:31][CH2:30][CH2:29]1. (4) The reactants are: [CH2:1]([C:5]1[NH:6][CH:7]=[CH:8][N:9]=1)[CH2:2][CH2:3][CH3:4].C[O-].[Na+].[Cl:13][C:14]1[CH:21]=[CH:20][CH:19]=[CH:18][C:15]=1[CH2:16]Br. Given the product [CH2:1]([C:5]1[N:6]([CH2:16][C:15]2[CH:18]=[CH:19][CH:20]=[CH:21][C:14]=2[Cl:13])[CH:7]=[CH:8][N:9]=1)[CH2:2][CH2:3][CH3:4], predict the reactants needed to synthesize it. (5) Given the product [Br:11][CH:1]([C:3]1[CH:8]=[C:7]([CH2:9][CH3:10])[N:6]=[CH:5][N:4]=1)[CH3:2], predict the reactants needed to synthesize it. The reactants are: [CH2:1]([C:3]1[CH:8]=[C:7]([CH2:9][CH3:10])[N:6]=[CH:5][N:4]=1)[CH3:2].[Br:11]C1CC(=O)NC1=O.N(C(C)(C)C#N)=NC(C)(C)C#N. (6) Given the product [Cl:1][C:2]1[CH:3]=[CH:4][C:5]([N:11]2[CH:15]=[N:14][N:13]=[N:12]2)=[C:6]([CH:10]=1)[C:7]([NH2:20])=[O:8], predict the reactants needed to synthesize it. The reactants are: [Cl:1][C:2]1[CH:3]=[CH:4][C:5]([N:11]2[CH:15]=[N:14][N:13]=[N:12]2)=[C:6]([CH:10]=1)[C:7](O)=[O:8].[Cl-].[NH4+].Cl.C[N:20](C)CCCN=C=NCC.C1C=NC2N(O)N=NC=2C=1.CCN(C(C)C)C(C)C.